This data is from Forward reaction prediction with 1.9M reactions from USPTO patents (1976-2016). The task is: Predict the product of the given reaction. (1) Given the reactants [Br:1][C:2]1[S:6][C:5]([Cl:7])=[C:4]([C:8](O)=[O:9])[CH:3]=1.CSC.B.CO.O, predict the reaction product. The product is: [Br:1][C:2]1[S:6][C:5]([Cl:7])=[C:4]([CH2:8][OH:9])[CH:3]=1. (2) Given the reactants [CH3:1][N:2]1[C:10]2[N:9]=[CH:8][NH:7][C:6]=2[C:5](=[O:11])[NH:4][C:3]1=[O:12].C([O-])(=O)C.[Na+].[Br:18]Br.C(Cl)Cl.CO, predict the reaction product. The product is: [Br:18][C:8]1[NH:7][C:6]2[C:5](=[O:11])[NH:4][C:3](=[O:12])[N:2]([CH3:1])[C:10]=2[N:9]=1.